From a dataset of TCR-epitope binding with 47,182 pairs between 192 epitopes and 23,139 TCRs. Binary Classification. Given a T-cell receptor sequence (or CDR3 region) and an epitope sequence, predict whether binding occurs between them. (1) The epitope is PROT_97E67BCC. The TCR CDR3 sequence is CASSRRTSGGYDEQFF. Result: 1 (the TCR binds to the epitope). (2) Result: 0 (the TCR does not bind to the epitope). The epitope is IPIQASLPF. The TCR CDR3 sequence is CASSPGSHEAFF. (3) The epitope is AYAQKIFKI. The TCR CDR3 sequence is CASSRQNTGELFF. Result: 0 (the TCR does not bind to the epitope). (4) Result: 0 (the TCR does not bind to the epitope). The epitope is LLFNKVTLA. The TCR CDR3 sequence is CAISESSAGNQPQHF. (5) The TCR CDR3 sequence is CASSYGTAHQPQHF. Result: 1 (the TCR binds to the epitope). The epitope is KLWAQCVQL. (6) The TCR CDR3 sequence is CASFSGGEETQYF. Result: 0 (the TCR does not bind to the epitope). The epitope is KLMNIQQKL. (7) The epitope is IVDTVSALV. The TCR CDR3 sequence is CASSPLEVNTEAFF. Result: 1 (the TCR binds to the epitope). (8) The epitope is HTTDPSFLGRY. The TCR CDR3 sequence is CASSQEPDKTYGYTF. Result: 1 (the TCR binds to the epitope).